From a dataset of NCI-60 drug combinations with 297,098 pairs across 59 cell lines. Regression. Given two drug SMILES strings and cell line genomic features, predict the synergy score measuring deviation from expected non-interaction effect. Drug 1: CC1=C(C=C(C=C1)NC(=O)C2=CC=C(C=C2)CN3CCN(CC3)C)NC4=NC=CC(=N4)C5=CN=CC=C5. Drug 2: CCC1(CC2CC(C3=C(CCN(C2)C1)C4=CC=CC=C4N3)(C5=C(C=C6C(=C5)C78CCN9C7C(C=CC9)(C(C(C8N6C)(C(=O)OC)O)OC(=O)C)CC)OC)C(=O)OC)O.OS(=O)(=O)O. Cell line: SNB-75. Synergy scores: CSS=-2.50, Synergy_ZIP=3.37, Synergy_Bliss=3.74, Synergy_Loewe=1.66, Synergy_HSA=1.30.